Dataset: Reaction yield outcomes from USPTO patents with 853,638 reactions. Task: Predict the reaction yield, written as a fraction of the theoretical maximum amount of product (1.0 means a 100% yield; for example, 0.34 means a 34% yield). (1) The reactants are [Br:1][C:2]1[CH:10]=[C:9]2[C:5]([CH2:6][C:7](=[O:11])[NH:8]2)=[CH:4][CH:3]=1.[Br:12]N1C(=O)CCC1=O. The catalyst is C(O)(=O)C. The product is [Br:12][C:3]1[CH:4]=[C:5]2[C:9](=[CH:10][C:2]=1[Br:1])[NH:8][C:7](=[O:11])[CH2:6]2. The yield is 0.830. (2) The reactants are [Br:1][CH2:2][C:3]1[C:12]2[C:7](=[CH:8][CH:9]=[CH:10][C:11]=2[CH2:13]Br)[CH:6]=[CH:5][CH:4]=1.ClCC1C(C)=C(CCl)C(C)=CC=1C.[NH2:28][C:29]([NH2:31])=[S:30]. No catalyst specified. The product is [BrH:1].[BrH:1].[C:29]([S:30][CH2:2][C:3]1[C:12]2[C:7](=[CH:8][CH:9]=[CH:10][C:11]=2[CH2:13][S:30][C:29](=[NH:28])[NH2:31])[CH:6]=[CH:5][CH:4]=1)(=[NH:31])[NH2:28]. The yield is 0.760. (3) The reactants are Br[C:2]1[CH:14]=[CH:13][C:12]2[C:11]3[C:6](=[CH:7][C:8](Br)=[CH:9][CH:10]=3)[C:5]([CH3:17])([CH3:16])[C:4]=2[CH:3]=1.[CH3:18][O:19][C:20]1[CH:21]=[CH:22][C:23](B(O)O)=[C:24]([C:26]2[CH:31]=[CH:30][CH:29]=[CH:28][CH:27]=2)[CH:25]=1.[C:35]([O-:38])([O-])=O.[Na+].[Na+].[CH3:41][CH2:42]O. The catalyst is C1C=CC([P]([Pd]([P](C2C=CC=CC=2)(C2C=CC=CC=2)C2C=CC=CC=2)([P](C2C=CC=CC=2)(C2C=CC=CC=2)C2C=CC=CC=2)[P](C2C=CC=CC=2)(C2C=CC=CC=2)C2C=CC=CC=2)(C2C=CC=CC=2)C2C=CC=CC=2)=CC=1.C1(C)C=CC=CC=1. The product is [CH3:18][O:19][C:20]1[CH:21]=[CH:22][C:23]([C:2]2[CH:14]=[CH:13][C:12]3[C:11]4[C:6](=[CH:7][C:8]([C:2]5[CH:14]=[CH:13][C:12]([O:38][CH3:35])=[CH:4][C:3]=5[C:41]5[CH:42]=[CH:7][CH:6]=[CH:5][CH:16]=5)=[CH:9][CH:10]=4)[C:5]([CH3:17])([CH3:16])[C:4]=3[CH:3]=2)=[C:24]([C:26]2[CH:31]=[CH:30][CH:29]=[CH:28][CH:27]=2)[CH:25]=1. The yield is 0.670. (4) The reactants are [Cl:1][C:2]1[N:7]=[N:6][C:5]([C:8]([OH:10])=O)=[CH:4][CH:3]=1.S(Cl)(Cl)=O.[CH2:15]([NH2:20])[CH2:16][CH2:17][CH2:18][CH3:19]. The catalyst is O1CCOCC1. The product is [CH2:15]([NH:20][C:8]([C:5]1[N:6]=[N:7][C:2]([Cl:1])=[CH:3][CH:4]=1)=[O:10])[CH2:16][CH2:17][CH2:18][CH3:19]. The yield is 0.570. (5) The reactants are [CH:1]1([OH:6])[CH2:5][CH2:4][CH2:3][CH2:2]1.F[C:8]1[CH:13]=[CH:12][CH:11]=[CH:10][C:9]=1[N+:14]([O-:16])=[O:15].[CH:17]1([O:22][C:23]2[CH:29]=[CH:28][CH:27]=[CH:26][C:24]=2[NH2:25])[CH2:21][CH2:20][CH2:19][CH2:18]1.[NH2:30][C:31]1[S:32][CH:33]=[CH:34][N:35]=1. No catalyst specified. The product is [CH:1]1([O:6][C:8]2[CH:13]=[CH:12][CH:11]=[CH:10][C:9]=2[N+:14]([O-:16])=[O:15])[CH2:5][CH2:4][CH2:3][CH2:2]1.[CH:17]1([O:22][C:23]2[CH:29]=[CH:28][CH:27]=[CH:26][C:24]=2[NH:25][C:1]([NH:30][C:31]2[S:32][CH:33]=[CH:34][N:35]=2)=[O:6])[CH2:21][CH2:20][CH2:19][CH2:18]1. The yield is 0.800.